From a dataset of M1 muscarinic receptor agonist screen with 61,833 compounds. Binary Classification. Given a drug SMILES string, predict its activity (active/inactive) in a high-throughput screening assay against a specified biological target. The compound is O=C1N(C(=O)C2C1CC=CC2)CC(=O)N1CCN(CC1)c1ccc(OC)cc1. The result is 0 (inactive).